Task: Predict which catalyst facilitates the given reaction.. Dataset: Catalyst prediction with 721,799 reactions and 888 catalyst types from USPTO (1) Reactant: [F:1][C:2]1[CH:11]=[CH:10][CH:9]=[C:8]([O:12][C:13]2[C:18]([NH:19][C:20]([NH:22][C:23]3[CH:28]=[CH:27][C:26]([O:29][C:30]([F:33])([F:32])[F:31])=[CH:25][CH:24]=3)=[O:21])=[CH:17][CH:16]=[CH:15][N:14]=2)[C:3]=1[C:4]([O:6]C)=O.[CH3:34][Mg]Br.O.O.O.O.O.O.O.O.O.O.S([O-])([O-])(=O)=O.[Na+].[Na+]. Product: [C:4]([C:3]1[C:2]([F:1])=[CH:11][CH:10]=[CH:9][C:8]=1[O:12][C:13]1[C:18]([NH:19][C:20]([NH:22][C:23]2[CH:28]=[CH:27][C:26]([O:29][C:30]([F:33])([F:32])[F:31])=[CH:25][CH:24]=2)=[O:21])=[CH:17][CH:16]=[CH:15][N:14]=1)(=[O:6])[CH3:34]. The catalyst class is: 1. (2) Reactant: [CH3:1][C:2]1[N:7]=[C:6]2[S:8][C:9]3[CH2:14][CH2:13][CH2:12][CH2:11][C:10]=3[C:5]2=[C:4]([C:15]2[O:16][C:17]3[CH:23]=[CH:22][CH:21]=[CH:20][C:18]=3[CH:19]=2)[C:3]=1[CH:24]([CH2:29][CH2:30][CH3:31])[C:25]([O:27]C)=[O:26].[OH-].[Na+]. Product: [CH3:1][C:2]1[N:7]=[C:6]2[S:8][C:9]3[CH2:14][CH2:13][CH2:12][CH2:11][C:10]=3[C:5]2=[C:4]([C:15]2[O:16][C:17]3[CH:23]=[CH:22][CH:21]=[CH:20][C:18]=3[CH:19]=2)[C:3]=1[CH:24]([CH2:29][CH2:30][CH3:31])[C:25]([OH:27])=[O:26]. The catalyst class is: 5. (3) Reactant: [CH2:1]([N:8]1[CH2:17][CH2:16][C:15]2[C:14](O)=[N:13][C:12]([C:19]([F:22])([F:21])[F:20])=[N:11][C:10]=2[CH2:9]1)[C:2]1[CH:7]=[CH:6][CH:5]=[CH:4][CH:3]=1.C1(P(Cl)([Cl:31])=O)C=CC=CC=1.C(=O)(O)[O-].[Na+].C. Product: [CH2:1]([N:8]1[CH2:17][CH2:16][C:15]2[C:14]([Cl:31])=[N:13][C:12]([C:19]([F:22])([F:21])[F:20])=[N:11][C:10]=2[CH2:9]1)[C:2]1[CH:7]=[CH:6][CH:5]=[CH:4][CH:3]=1. The catalyst class is: 195. (4) Reactant: [Cl:1][C:2]1[CH:7]=[CH:6][C:5]([N:8]([C@H:12]2[C:21]3[C:16](=[CH:17][CH:18]=[CH:19][CH:20]=3)[N:15]([C:22](=[O:30])[C:23]3[CH:28]=[CH:27][C:26]([OH:29])=[CH:25][CH:24]=3)[C@@H:14]([CH3:31])[CH2:13]2)[C:9](=[O:11])[CH3:10])=[CH:4][CH:3]=1.C([O-])([O-])=O.[K+].[K+]. Product: [Cl:1][C:2]1[CH:3]=[CH:4][C:5]([N:8]([C@H:12]2[C:21]3[C:16](=[CH:17][CH:18]=[CH:19][CH:20]=3)[N:15]([C:22](=[O:30])[C:23]3[CH:24]=[CH:25][C:26]([O:29][CH2:2][CH2:3][CH2:4][C:5]#[N:8])=[CH:27][CH:28]=3)[C@@H:14]([CH3:31])[CH2:13]2)[C:9](=[O:11])[CH3:10])=[CH:6][CH:7]=1. The catalyst class is: 3. (5) Reactant: [C:1]([O:5][C:6]([N:8]1[CH:17]([C:18](C)=[CH2:19])[CH2:16][C:11]2([O:15][CH2:14][CH2:13][O:12]2)[CH2:10][CH:9]1[CH2:21]C)=[O:7])([CH3:4])([CH3:3])[CH3:2].[O:23]=O.CSC. Product: [C:1]([O:5][C:6]([N:8]1[CH:9]([CH:21]=[O:23])[CH2:10][C:11]2([O:12][CH2:13][CH2:14][O:15]2)[CH2:16][CH:17]1[CH2:18][CH3:19])=[O:7])([CH3:3])([CH3:4])[CH3:2]. The catalyst class is: 5. (6) Reactant: Cl[C:2]1[N:11]=[C:10]([N:12]2[CH2:16][CH2:15][C@H:14]([NH:17][CH3:18])[CH2:13]2)[C:9]2[C:4](=[CH:5][CH:6]=[CH:7][CH:8]=2)[N:3]=1.[F:19][C:20]([F:30])([F:29])[C:21]1[CH:22]=[C:23]([NH2:28])[CH:24]=[C:25]([NH2:27])[CH:26]=1.C(=O)([O-])[O-].[Cs+].[Cs+]. Product: [CH3:18][NH:17][C@H:14]1[CH2:15][CH2:16][N:12]([C:10]2[C:9]3[C:4](=[CH:5][CH:6]=[CH:7][CH:8]=3)[N:3]=[C:2]([NH:27][C:25]3[CH:26]=[C:21]([C:20]([F:19])([F:29])[F:30])[CH:22]=[C:23]([NH2:28])[CH:24]=3)[N:11]=2)[CH2:13]1. The catalyst class is: 584. (7) Reactant: [OH:1][C:2]1[C:11]2[C:6](=[CH:7][CH:8]=[CH:9][CH:10]=2)[N:5]([CH2:12][CH2:13][CH:14]([CH3:16])[CH3:15])[C:4](=[O:17])[C:3]=1[C:18]1[NH:23][C:22]2[CH:24]=[CH:25][C:26]([O:28][CH2:29][C:30]#[N:31])=[CH:27][C:21]=2[S:20](=[O:33])(=[O:32])[N:19]=1.Cl. Product: [NH2:31][CH2:30][CH2:29][O:28][C:26]1[CH:25]=[CH:24][C:22]2[NH:23][C:18]([C:3]3[C:4](=[O:17])[N:5]([CH2:12][CH2:13][CH:14]([CH3:16])[CH3:15])[C:6]4[C:11]([C:2]=3[OH:1])=[CH:10][CH:9]=[CH:8][CH:7]=4)=[N:19][S:20](=[O:32])(=[O:33])[C:21]=2[CH:27]=1. The catalyst class is: 331.